Dataset: Full USPTO retrosynthesis dataset with 1.9M reactions from patents (1976-2016). Task: Predict the reactants needed to synthesize the given product. (1) The reactants are: [CH2:1]([N:3]([CH2:23][CH3:24])[C:4]1[CH:16]=[CH:15][C:14]2[C:13]3[C:8](=[CH:9][C:10]([N:17]([CH2:20][CH3:21])[CH2:18][CH3:19])=[CH:11][CH:12]=3)[C:7](=O)[C:6]=2[CH:5]=1)[CH3:2].O.[NH2:26][NH2:27]. Given the product [CH2:1]([N:3]([CH2:23][CH3:24])[C:4]1[CH:16]=[CH:15][C:14]2[C:13]3[C:8](=[CH:9][C:10]([N:17]([CH2:20][CH3:21])[CH2:18][CH3:19])=[CH:11][CH:12]=3)[C:7](=[N:26][NH2:27])[C:6]=2[CH:5]=1)[CH3:2], predict the reactants needed to synthesize it. (2) Given the product [Cl:22][C:6]1[CH:5]=[N+:4]([O-:23])[CH:3]=[C:2]([Cl:1])[C:7]=1[CH2:8][CH:9]([C:11]1[CH:16]=[CH:15][C:14]([O:17][CH:18]([F:20])[F:19])=[C:13]([O:21][CH3:24])[CH:12]=1)[OH:10], predict the reactants needed to synthesize it. The reactants are: [Cl:1][C:2]1[CH:3]=[N+:4]([O-:23])[CH:5]=[C:6]([Cl:22])[C:7]=1[CH2:8][C@@H:9]([C:11]1[CH:16]=[CH:15][C:14]([O:17][CH:18]([F:20])[F:19])=[C:13]([OH:21])[CH:12]=1)[OH:10].[C:24]([O-])([O-])=O.[K+].[K+].IC.O. (3) The reactants are: [C:1]([C:4]1[CH:9]=[CH:8][C:7]([CH3:10])=[CH:6][N:5]=1)(=O)[CH3:2].[CH3:11][N:12]1[C:16]2[CH:17]=[CH:18][CH:19]=[CH:20][C:15]=2[N:14]=[C:13]1[NH:21][NH2:22]. Given the product [CH3:11][N:12]1[C:16]2[CH:17]=[CH:18][CH:19]=[CH:20][C:15]=2[N:14]=[C:13]1[NH:21][N:22]=[C:1]([C:4]1[CH:9]=[CH:8][C:7]([CH3:10])=[CH:6][N:5]=1)[CH3:2], predict the reactants needed to synthesize it.